This data is from Forward reaction prediction with 1.9M reactions from USPTO patents (1976-2016). The task is: Predict the product of the given reaction. (1) Given the reactants [C:1](=[O:28])(OC1C=CC([N+]([O-])=O)=CC=1)[O:2][CH2:3][CH2:4][N:5]1[CH2:10][CH2:9][N:8]([C:11]([O:13][C:14]([CH3:17])([CH3:16])[CH3:15])=[O:12])[CH2:7][CH2:6]1.[CH:29]1[CH:30]=[CH:31][C:32]([N:35]2[CH2:40][CH2:39][NH:38][CH2:37][CH2:36]2)=[CH:33][CH:34]=1.CCN(CC)CC, predict the reaction product. The product is: [C:32]1([N:35]2[CH2:40][CH2:39][N:38]([C:1]([O:2][CH2:3][CH2:4][N:5]3[CH2:6][CH2:7][N:8]([C:11]([O:13][C:14]([CH3:15])([CH3:16])[CH3:17])=[O:12])[CH2:9][CH2:10]3)=[O:28])[CH2:37][CH2:36]2)[CH:33]=[CH:34][CH:29]=[CH:30][CH:31]=1. (2) Given the reactants [C:1]([O:4][NH:5][C:6]([C:8]1[CH:9]=[N:10][C:11]([NH:14][C:15]([O:17][C:18]([CH3:21])([CH3:20])[CH3:19])=[O:16])=[CH:12][CH:13]=1)=[NH:7])(=[O:3])[CH3:2].[H][H], predict the reaction product. The product is: [C:1]([OH:4])(=[O:3])[CH3:2].[C:6]([C:8]1[CH:13]=[CH:12][C:11]([NH:14][C:15](=[O:16])[O:17][C:18]([CH3:20])([CH3:19])[CH3:21])=[N:10][CH:9]=1)(=[NH:5])[NH2:7].